Predict the reactants needed to synthesize the given product. From a dataset of Full USPTO retrosynthesis dataset with 1.9M reactions from patents (1976-2016). (1) Given the product [ClH:19].[Cl:19][C:20]1[CH:27]=[CH:26][CH:25]=[C:24]([Cl:28])[C:21]=1[CH2:22][S:18][C:9]1[NH:8][C@H:7]([C:1]2[CH:2]=[CH:3][CH:4]=[CH:5][CH:6]=2)[C@H:11]([C:12]2[CH:13]=[CH:14][CH:15]=[CH:16][CH:17]=2)[N:10]=1, predict the reactants needed to synthesize it. The reactants are: [C:1]1([C@H:7]2[C@@H:11]([C:12]3[CH:17]=[CH:16][CH:15]=[CH:14][CH:13]=3)[NH:10][C:9](=[S:18])[NH:8]2)[CH:6]=[CH:5][CH:4]=[CH:3][CH:2]=1.[Cl:19][C:20]1[CH:27]=[CH:26][CH:25]=[C:24]([Cl:28])[C:21]=1[CH2:22]Cl. (2) Given the product [CH2:15]([N:8]([CH2:1][C:2]1[CH:3]=[CH:4][CH:5]=[CH:6][CH:7]=1)[CH2:9][CH2:10][C:11]1([O:14][CH3:25])[CH2:12][CH2:13]1)[C:16]1[CH:21]=[CH:20][CH:19]=[CH:18][CH:17]=1, predict the reactants needed to synthesize it. The reactants are: [CH2:1]([N:8]([CH2:15][C:16]1[CH:21]=[CH:20][CH:19]=[CH:18][CH:17]=1)[CH2:9][CH2:10][C:11]1([OH:14])[CH2:13][CH2:12]1)[C:2]1[CH:7]=[CH:6][CH:5]=[CH:4][CH:3]=1.[H-].[Na+].I[CH3:25].